Dataset: Full USPTO retrosynthesis dataset with 1.9M reactions from patents (1976-2016). Task: Predict the reactants needed to synthesize the given product. (1) The reactants are: [CH3:1][C:2]1([CH2:8][O:9][C:10]2[CH:15]=[CH:14][C:13](B3OC(C)(C)C(C)(C)O3)=[C:12]([CH3:25])[CH:11]=2)[CH2:5][S:4](=[O:7])(=[O:6])[CH2:3]1.Br[C:27]1[C:31]2[CH:32]=[C:33]([O:36][CH2:37][C:38]3[CH:43]=[CH:42][C:41]([C@@H:44]([C:51]#[C:52][CH3:53])[CH2:45][C:46]([O:48][CH2:49][CH3:50])=[O:47])=[CH:40][CH:39]=3)[CH:34]=[CH:35][C:30]=2[S:29][CH:28]=1.C([O-])([O-])=O.[Cs+].[Cs+]. Given the product [CH3:25][C:12]1[CH:11]=[C:10]([O:9][CH2:8][C:2]2([CH3:1])[CH2:3][S:4](=[O:6])(=[O:7])[CH2:5]2)[CH:15]=[CH:14][C:13]=1[C:27]1[C:31]2[CH:32]=[C:33]([O:36][CH2:37][C:38]3[CH:39]=[CH:40][C:41]([C@@H:44]([C:51]#[C:52][CH3:53])[CH2:45][C:46]([O:48][CH2:49][CH3:50])=[O:47])=[CH:42][CH:43]=3)[CH:34]=[CH:35][C:30]=2[S:29][CH:28]=1, predict the reactants needed to synthesize it. (2) The reactants are: [Cl:1][C:2]1[C:14]([O:15][C:16]2[N:20]([CH3:21])[N:19]=[C:18]([CH3:22])[C:17]=2[CH3:23])=[CH:13][C:5]([O:6][C@@H:7]([CH3:12])[C:8]([O:10][CH3:11])=[O:9])=[C:4]([CH:24]=O)[CH:3]=1.Cl.[NH2:27][OH:28].C([O-])(=O)C.[Na+]. Given the product [Cl:1][C:2]1[C:14]([O:15][C:16]2[N:20]([CH3:21])[N:19]=[C:18]([CH3:22])[C:17]=2[CH3:23])=[CH:13][C:5]([O:6][C@@H:7]([CH3:12])[C:8]([O:10][CH3:11])=[O:9])=[C:4](/[CH:24]=[N:27]/[OH:28])[CH:3]=1, predict the reactants needed to synthesize it. (3) Given the product [Cl:17][C:12]1[CH:11]=[C:10]2[C:15](=[CH:14][C:13]=1[NH2:16])[N:7]([C:5](=[O:6])[CH2:4][N:2]([CH3:1])[CH3:3])[CH2:8][CH2:9]2, predict the reactants needed to synthesize it. The reactants are: [CH3:1][N:2]([CH2:4][C:5]([N:7]1[C:15]2[C:10](=[CH:11][CH:12]=[C:13]([NH2:16])[CH:14]=2)[CH2:9][CH2:8]1)=[O:6])[CH3:3].[Cl:17]N1C(=O)CCC1=O.C(Cl)(Cl)Cl. (4) Given the product [Cl:16][C:2]1[N:3]=[C:4]2[NH:11][C:10]([CH3:13])([CH3:12])[CH2:9][N:5]2[C:6](=[O:8])[CH:7]=1, predict the reactants needed to synthesize it. The reactants are: O[C:2]1[N:3]=[C:4]2[NH:11][C:10]([CH3:13])([CH3:12])[CH2:9][N:5]2[C:6](=[O:8])[CH:7]=1.P(Cl)(Cl)([Cl:16])=O.[OH-].[Na+]. (5) Given the product [Cl:23][CH:7]([CH:1]1[CH2:6][CH2:5][CH2:4][CH2:3][CH2:2]1)[C:9]1[CH:13]=[C:12]([C:14]2[CH:19]=[CH:18][N:17]=[CH:16][CH:15]=2)[O:11][C:10]=1[CH3:20], predict the reactants needed to synthesize it. The reactants are: [CH:1]1([CH:7]([C:9]2[CH:13]=[C:12]([C:14]3[CH:19]=[CH:18][N:17]=[CH:16][CH:15]=3)[O:11][C:10]=2[CH3:20])O)[CH2:6][CH2:5][CH2:4][CH2:3][CH2:2]1.S(Cl)([Cl:23])=O. (6) Given the product [C:20]([O:24][C:25]([N:27]1[CH2:36][C:35]([CH3:38])([CH3:37])[C:34]2[C:29](=[CH:30][C:31]([NH:39][C:13](=[O:15])[C:12]3[CH:16]=[CH:17][CH:18]=[CH:19][C:11]=3[NH:10][CH2:9][C:7]3[CH:6]=[CH:5][N:4]=[C:3]([NH:2][CH3:1])[N:8]=3)=[CH:32][CH:33]=2)[CH2:28]1)=[O:26])([CH3:23])([CH3:21])[CH3:22], predict the reactants needed to synthesize it. The reactants are: [CH3:1][NH:2][C:3]1[N:8]=[C:7]([CH2:9][NH:10][C:11]2[CH:19]=[CH:18][CH:17]=[CH:16][C:12]=2[C:13]([OH:15])=O)[CH:6]=[CH:5][N:4]=1.[C:20]([O:24][C:25]([N:27]1[CH2:36][C:35]([CH3:38])([CH3:37])[C:34]2[C:29](=[CH:30][C:31]([NH2:39])=[CH:32][CH:33]=2)[CH2:28]1)=[O:26])([CH3:23])([CH3:22])[CH3:21].CN(C(ON1N=NC2C=CC=CC1=2)=[N+](C)C)C.[B-](F)(F)(F)F.CCN(C(C)C)C(C)C.